Dataset: Forward reaction prediction with 1.9M reactions from USPTO patents (1976-2016). Task: Predict the product of the given reaction. (1) Given the reactants [O:1]=[C:2](/[CH:13]=[CH:14]/[CH2:15][CH2:16][CH2:17][CH2:18][CH2:19][CH2:20][CH2:21][CH2:22][CH2:23][CH2:24][CH2:25][CH2:26][CH3:27])[C@@H:3]([NH:5][C:6](=[O:12])[O:7][C:8]([CH3:11])([CH3:10])[CH3:9])[CH3:4].CCC(C)[BH-](C(C)CC)C(C)CC.[Li+], predict the reaction product. The product is: [OH:1][C@@H:2](/[CH:13]=[CH:14]/[CH2:15][CH2:16][CH2:17][CH2:18][CH2:19][CH2:20][CH2:21][CH2:22][CH2:23][CH2:24][CH2:25][CH2:26][CH3:27])[C@@H:3]([NH:5][C:6](=[O:12])[O:7][C:8]([CH3:9])([CH3:10])[CH3:11])[CH3:4]. (2) Given the reactants [CH3:1][N:2]([CH3:28])[CH2:3][CH2:4][NH:5][C:6]([C:8]1[C:21]2[C:12](=[N:13][C:14]3[C:19]([N:20]=2)=[C:18]2[CH:22]=[CH:23][C:24]([O:26]C)=[CH:25][C:17]2=[CH:16][CH:15]=3)[CH:11]=[CH:10][CH:9]=1)=[O:7].[S-]CC.[Na+].Cl, predict the reaction product. The product is: [CH3:1][N:2]([CH3:28])[CH2:3][CH2:4][NH:5][C:6]([C:8]1[C:21]2[C:12](=[N:13][C:14]3[C:19]([N:20]=2)=[C:18]2[CH:22]=[CH:23][C:24]([OH:26])=[CH:25][C:17]2=[CH:16][CH:15]=3)[CH:11]=[CH:10][CH:9]=1)=[O:7]. (3) The product is: [CH2:40]([C:32]1[N:31]([C:20]2[N:19]=[C:18]3[C:23]([N:24]=[C:16]([CH2:15][N:9]4[CH2:10][C@@H:11]5[CH2:14][C@H:8]4[CH2:13][N:12]5[CH2:44][C:45]([NH2:47])=[O:46])[N:17]3[CH3:42])=[C:22]([N:25]3[CH2:30][CH2:29][O:28][CH2:27][CH2:26]3)[N:21]=2)[C:35]2[CH:36]=[CH:37][CH:38]=[CH:39][C:34]=2[N:33]=1)[CH3:41]. Given the reactants C(N(CC)CC)C.[C@H:8]12[CH2:14][C@H:11]([NH:12][CH2:13]1)[CH2:10][N:9]2[CH2:15][C:16]1[N:17]([CH3:42])[C:18]2[C:23]([N:24]=1)=[C:22]([N:25]1[CH2:30][CH2:29][O:28][CH2:27][CH2:26]1)[N:21]=[C:20]([N:31]1[C:35]3[CH:36]=[CH:37][CH:38]=[CH:39][C:34]=3[N:33]=[C:32]1[CH2:40][CH3:41])[N:19]=2.Cl[CH2:44][C:45]([NH2:47])=[O:46], predict the reaction product.